This data is from Full USPTO retrosynthesis dataset with 1.9M reactions from patents (1976-2016). The task is: Predict the reactants needed to synthesize the given product. (1) Given the product [ClH:32].[ClH:32].[S:1]1[CH:5]=[CH:4][C:3]2[C:6]([N:10]3[CH2:15][CH2:14][NH:13][CH2:12][CH:11]3[CH3:23])=[CH:7][CH:8]=[CH:9][C:2]1=2, predict the reactants needed to synthesize it. The reactants are: [S:1]1[CH:5]=[CH:4][C:3]2[C:6]([N:10]3[CH2:15][CH2:14][N:13](C(OC(C)(C)C)=O)[CH2:12][CH:11]3[CH3:23])=[CH:7][CH:8]=[CH:9][C:2]1=2.FC(F)(F)C(O)=O.C(Cl)[Cl:32]. (2) Given the product [CH2:1]([O:8][CH2:9][C:10]([N:12]([CH3:22])[C:13]1[CH:14]=[CH:15][C:16]([NH2:19])=[CH:17][CH:18]=1)=[O:11])[C:2]1[CH:3]=[CH:4][CH:5]=[CH:6][CH:7]=1, predict the reactants needed to synthesize it. The reactants are: [CH2:1]([O:8][CH2:9][C:10]([N:12]([CH3:22])[C:13]1[CH:18]=[CH:17][C:16]([N+:19]([O-])=O)=[CH:15][CH:14]=1)=[O:11])[C:2]1[CH:7]=[CH:6][CH:5]=[CH:4][CH:3]=1.C([O-])=O.[NH4+]. (3) Given the product [Br:12][C:8]1[C:7]2[O:13][CH:2]([CH3:14])[C:3](=[O:4])[NH:5][C:6]=2[CH:11]=[CH:10][CH:9]=1, predict the reactants needed to synthesize it. The reactants are: Br[CH:2]([CH3:14])[C:3]([NH:5][C:6]1[CH:11]=[CH:10][CH:9]=[C:8]([Br:12])[C:7]=1[OH:13])=[O:4].C(=O)([O-])[O-].[K+].[K+].O.